From a dataset of Catalyst prediction with 721,799 reactions and 888 catalyst types from USPTO. Predict which catalyst facilitates the given reaction. (1) Reactant: [Cl:1][C:2]1[C:3]2[N:4]([C:8]([C@@H:11]3[O:16][CH2:15][CH2:14][N:13]([C:17]([O:19][C:20]([CH3:23])([CH3:22])[CH3:21])=[O:18])[CH2:12]3)=[N:9][CH:10]=2)[CH:5]=[CH:6][N:7]=1.[Br:24]N1C(=O)CCC1=O. Product: [C:20]([O:19][C:17]([N:13]1[CH2:14][CH2:15][O:16][C@@H:11]([C:8]2[N:4]3[CH:5]=[CH:6][N:7]=[C:2]([Cl:1])[C:3]3=[C:10]([Br:24])[N:9]=2)[CH2:12]1)=[O:18])([CH3:23])([CH3:22])[CH3:21]. The catalyst class is: 3. (2) Reactant: [F:1][CH:2]([F:24])[CH2:3][O:4][C:5]1[CH:10]=[CH:9][C:8]([N:11]2[C:16](=[O:17])[C:15]3[CH:18]=[CH:19][NH:20][C:14]=3[N:13]=[C:12]2[S:21][CH2:22][CH3:23])=[CH:7][CH:6]=1.C(O)(=[O:27])C.C(O)(=O)C.I(C1C=CC=CC=1)=O. Product: [F:24][CH:2]([F:1])[CH2:3][O:4][C:5]1[CH:6]=[CH:7][C:8]([N:11]2[C:16](=[O:17])[C:15]3[CH2:18][C:19](=[O:27])[NH:20][C:14]=3[N:13]=[C:12]2[S:21][CH2:22][CH3:23])=[CH:9][CH:10]=1. The catalyst class is: 15. (3) Reactant: [OH:1][CH2:2][C@H:3]1[N:8]([C:9](=O)[C:10]([F:13])([F:12])[F:11])[CH2:7][CH2:6][N:5]([C:15]([O:17][C:18]([CH3:21])([CH3:20])[CH3:19])=[O:16])[CH2:4]1. Product: [OH:1][CH2:2][C@H:3]1[N:8]([CH2:9][C:10]([F:11])([F:12])[F:13])[CH2:7][CH2:6][N:5]([C:15]([O:17][C:18]([CH3:21])([CH3:20])[CH3:19])=[O:16])[CH2:4]1. The catalyst class is: 7. (4) Reactant: [C:1]([N:8]1[CH:12]=[CH:11]N=C1)(N1C=CN=C1)=[S:2].[Cl:13][C:14]1[CH:15]=C(C=[C:19]([Cl:30])[C:20]=1[S:21][C:22]1[CH:27]=[CH:26][C:25]([O:28][CH3:29])=[CH:24][CH:23]=1)N. Product: [Cl:30][C:19]1[CH:11]=[C:12]([N:8]=[C:1]=[S:2])[CH:15]=[C:14]([Cl:13])[C:20]=1[S:21][C:22]1[CH:23]=[CH:24][C:25]([O:28][CH3:29])=[CH:26][CH:27]=1. The catalyst class is: 4. (5) The catalyst class is: 17. Reactant: [NH2:1][C:2]1[CH:7]=[CH:6][C:5]([C:8]2[CH:13]=[CH:12][C:11]([C:14]([F:17])([F:16])[F:15])=[CH:10][CH:9]=2)=[CH:4][C:3]=1[C:18]1[NH:22][C:21](=[O:23])[O:20][N:19]=1.[F:24][C:25]1[CH:26]=[C:27]([CH2:32][C:33](Cl)=[O:34])[CH:28]=[C:29]([F:31])[CH:30]=1. Product: [F:24][C:25]1[CH:26]=[C:27]([CH2:32][C:33]([NH:1][C:2]2[CH:7]=[CH:6][C:5]([C:8]3[CH:9]=[CH:10][C:11]([C:14]([F:15])([F:16])[F:17])=[CH:12][CH:13]=3)=[CH:4][C:3]=2[C:18]2[NH:22][C:21](=[O:23])[O:20][N:19]=2)=[O:34])[CH:28]=[C:29]([F:31])[CH:30]=1.